From a dataset of Catalyst prediction with 721,799 reactions and 888 catalyst types from USPTO. Predict which catalyst facilitates the given reaction. (1) Reactant: [H-].[Na+].FC1C(F)=CC=CC=1[CH2:11][S:12]([C:15]1[N:20]=[C:19]([N:21]([CH2:29][C:30]2[CH:35]=[CH:34][C:33]([O:36][CH3:37])=[CH:32][CH:31]=2)[S:22]([N:25]2[CH2:28][CH2:27][CH2:26]2)(=[O:24])=[O:23])[CH:18]=[C:17]([O:38][CH3:39])[N:16]=1)(=O)=O.[CH:40]1[CH:45]=[CH:44][C:43]([CH2:46]CS)=[CH:42][CH:41]=1. Product: [CH3:37][O:36][C:33]1[CH:32]=[CH:31][C:30]([CH2:29][N:21]([C:19]2[CH:18]=[C:17]([O:38][CH3:39])[N:16]=[C:15]([S:12][CH2:11][CH2:46][C:43]3[CH:44]=[CH:45][CH:40]=[CH:41][CH:42]=3)[N:20]=2)[S:22]([N:25]2[CH2:28][CH2:27][CH2:26]2)(=[O:23])=[O:24])=[CH:35][CH:34]=1. The catalyst class is: 31. (2) Reactant: [CH3:1][C:2]1[C:7]2=[N:8][S:9][N:10]=[C:6]2[CH:5]=[C:4]([CH3:11])[CH:3]=1.[N+:12]([O-])([OH:14])=[O:13]. Product: [CH3:11][C:4]1[CH:3]=[C:2]([CH3:1])[C:7]2[C:6]([C:5]=1[N+:12]([O-:14])=[O:13])=[N:10][S:9][N:8]=2. The catalyst class is: 65. (3) Reactant: [Cl:1][C:2]1[CH:3]=[C:4]([C@H:9]([O:23][CH2:24][C:25]#[N:26])[C@@H:10]2[CH2:15][CH2:14][CH2:13][N:12]([C:16]([O:18][C:19]([CH3:22])([CH3:21])[CH3:20])=[O:17])[CH2:11]2)[CH:5]=[C:6]([F:8])[CH:7]=1.N#N.B.S(C)C. Product: [NH2:26][CH2:25][CH2:24][O:23][C@@H:9]([C:4]1[CH:5]=[C:6]([F:8])[CH:7]=[C:2]([Cl:1])[CH:3]=1)[C@@H:10]1[CH2:15][CH2:14][CH2:13][N:12]([C:16]([O:18][C:19]([CH3:22])([CH3:21])[CH3:20])=[O:17])[CH2:11]1. The catalyst class is: 1. (4) Reactant: [NH2:1][CH2:2][CH2:3][CH2:4][N:5]1[C:9]([CH3:10])=[CH:8][C:7]2[CH:11]=[C:12]([C:14]([C:16]3[CH:21]=[CH:20][C:19]([O:22][CH3:23])=[CH:18][CH:17]=3)=[O:15])[S:13][C:6]1=2.[S:24](=[O:28])(=[O:27])(N)[NH2:25]. Product: [CH3:23][O:22][C:19]1[CH:18]=[CH:17][C:16]([C:14]([C:12]2[S:13][C:6]3[N:5]([CH2:4][CH2:3][CH2:2][NH:1][NH:25][SH:24](=[O:28])=[O:27])[C:9]([CH3:10])=[CH:8][C:7]=3[CH:11]=2)=[O:15])=[CH:21][CH:20]=1. The catalyst class is: 12. (5) Reactant: [N:1]([CH:4]1[CH2:9][CH2:8][CH2:7][C:6]([C:10]2[CH:15]=[CH:14][C:13]([C:16]([N:18]3[C:24]4[CH:25]=[CH:26][CH:27]=[CH:28][C:23]=4[CH2:22][N:21]4[CH:29]=[CH:30][CH:31]=[C:20]4[CH2:19]3)=[O:17])=[CH:12][C:11]=2[CH3:32])=[C:5]1[CH3:33])=[N+]=[N-].C1(P(C2C=CC=CC=2)C2C=CC=CC=2)C=CC=CC=1. Product: [NH2:1][CH:4]1[CH2:9][CH2:8][CH2:7][C:6]([C:10]2[CH:15]=[CH:14][C:13]([C:16]([N:18]3[C:24]4[CH:25]=[CH:26][CH:27]=[CH:28][C:23]=4[CH2:22][N:21]4[CH:29]=[CH:30][CH:31]=[C:20]4[CH2:19]3)=[O:17])=[CH:12][C:11]=2[CH3:32])=[C:5]1[CH3:33]. The catalyst class is: 30. (6) Reactant: [F:1][C:2]([F:17])([F:16])[C:3]1[CH:4]=[C:5]([C@@H:13]([OH:15])[CH3:14])[CH:6]=[C:7]([C:9]([F:12])([F:11])[F:10])[CH:8]=1.C1CCN2C(=NCCC2)CC1.[Cl:29][C:30]([Cl:34])([Cl:33])[C:31]#[N:32]. Product: [F:1][C:2]([F:16])([F:17])[C:3]1[CH:4]=[C:5]([C@@H:13]([O:15][C:31](=[NH:32])[C:30]([Cl:34])([Cl:33])[Cl:29])[CH3:14])[CH:6]=[C:7]([C:9]([F:10])([F:11])[F:12])[CH:8]=1. The catalyst class is: 27. (7) Reactant: [CH3:1][O:2][C:3]1[CH:8]=[CH:7][C:6]([CH2:9][C:10]([C:12]2([CH3:15])[CH2:14][CH2:13]2)=O)=[CH:5][C:4]=1[O:16][CH2:17][CH2:18][CH2:19][O:20][CH3:21].C([O-])(=O)C.[NH4+].[BH3-]C#[N:29].[Na+].[OH-].[Na+]. Product: [CH3:1][O:2][C:3]1[CH:8]=[CH:7][C:6]([CH2:9][CH:10]([C:12]2([CH3:15])[CH2:14][CH2:13]2)[NH2:29])=[CH:5][C:4]=1[O:16][CH2:17][CH2:18][CH2:19][O:20][CH3:21]. The catalyst class is: 5. (8) Reactant: [CH:1]1([CH2:4][N:5]2[C:9]([CH:10]=[O:11])=[CH:8][N:7]=[CH:6]2)[CH2:3][CH2:2]1.C(=O)([O-])[O-].[K+].[K+].[F:18][C:19]([Si](C)(C)C)([F:21])[F:20]. Product: [CH:1]1([CH2:4][N:5]2[C:9]([CH:10]([OH:11])[C:19]([F:21])([F:20])[F:18])=[CH:8][N:7]=[CH:6]2)[CH2:2][CH2:3]1. The catalyst class is: 9. (9) Reactant: [OH:1][C@H:2]([CH:19]=[CH2:20])[C@@H:3]([NH:11][C:12](=[O:18])[O:13][C:14]([CH3:17])([CH3:16])[CH3:15])[CH2:4][C:5]1[CH:10]=[CH:9][CH:8]=[CH:7][CH:6]=1.O([Si:29]([C:32]([CH3:35])([CH3:34])[CH3:33])([CH3:31])[CH3:30])S(C(F)(F)F)(=O)=O.[Cl-].[NH4+]. Product: [Si:29]([O:1][C@H:2]([CH:19]=[CH2:20])[C@@H:3]([NH:11][C:12](=[O:18])[O:13][C:14]([CH3:15])([CH3:16])[CH3:17])[CH2:4][C:5]1[CH:10]=[CH:9][CH:8]=[CH:7][CH:6]=1)([C:32]([CH3:35])([CH3:34])[CH3:33])([CH3:31])[CH3:30]. The catalyst class is: 2.